Task: Predict which catalyst facilitates the given reaction.. Dataset: Catalyst prediction with 721,799 reactions and 888 catalyst types from USPTO (1) Reactant: Cl[C:2]1[N:7]=[C:6]([Cl:8])[N:5]=[C:4]([S:9][C:10]2[CH:15]=[CH:14][C:13]([NH:16][C:17]([CH:19]3[CH2:21][CH2:20]3)=[O:18])=[CH:12][CH:11]=2)[N:3]=1.[CH3:22][C:23]1[NH:27][N:26]=[C:25]([NH2:28])[CH:24]=1.[Na+].[I-]. Product: [Cl:8][C:6]1[N:7]=[C:2]([NH:28][C:25]2[CH:24]=[C:23]([CH3:22])[NH:27][N:26]=2)[N:3]=[C:4]([S:9][C:10]2[CH:15]=[CH:14][C:13]([NH:16][C:17]([CH:19]3[CH2:21][CH2:20]3)=[O:18])=[CH:12][CH:11]=2)[N:5]=1. The catalyst class is: 3. (2) Reactant: [OH-].[K+].CO.O.C(O[C:11]([N:13]1[CH2:18][CH2:17][CH:16]([N:19]2[CH:23]=[C:22]([C:24]([O:26]CC)=[O:25])[CH:21]=[N:20]2)[CH2:15][CH2:14]1)=O)(C)(C)C.C(O)(C(F)(F)F)=O.C([O-])(O)=O.[Na+].C=O.O.C(O[BH-](OC(=O)C)OC(=O)C)(=O)C.[Na+]. Product: [CH3:11][N:13]1[CH2:14][CH2:15][CH:16]([N:19]2[CH:23]=[C:22]([C:24]([OH:26])=[O:25])[CH:21]=[N:20]2)[CH2:17][CH2:18]1. The catalyst class is: 2.